This data is from Reaction yield outcomes from USPTO patents with 853,638 reactions. The task is: Predict the reaction yield, written as a fraction of the theoretical maximum amount of product (1.0 means a 100% yield; for example, 0.34 means a 34% yield). (1) The reactants are [N+:1]([CH:4]=[CH:5][C:6]1[CH:14]=[C:13]2[C:9]([CH:10]=[CH:11][NH:12]2)=[CH:8][CH:7]=1)([O-])=O.[H-].[Al+3].[Li+].[H-].[H-].[H-].O.[OH-].[Na+]. The catalyst is O1CCCC1. The product is [NH:12]1[C:13]2[C:9](=[CH:8][CH:7]=[C:6]([CH2:5][CH2:4][NH2:1])[CH:14]=2)[CH:10]=[CH:11]1. The yield is 0.620. (2) The reactants are Br[C:2]1[C:6]([C:7]2[CH:12]=[CH:11][CH:10]=[C:9]([CH3:13])[N:8]=2)=[N:5][N:4]2[CH2:14][CH2:15][CH2:16][C:3]=12.[B:17](OC(C)C)([O:22]C(C)C)[O:18]C(C)C.C([Li])CCC. The catalyst is O1CCCC1. The product is [CH3:13][C:9]1[N:8]=[C:7]([C:6]2[C:2]([B:17]([OH:22])[OH:18])=[C:3]3[CH2:16][CH2:15][CH2:14][N:4]3[N:5]=2)[CH:12]=[CH:11][CH:10]=1. The yield is 0.730. (3) The reactants are [CH3:1][N:2]([CH2:13][C:14]1[N:18]([CH2:19][C@H:20]2[CH2:25][CH2:24][CH2:23][N:22](C(OC(C)(C)C)=O)[CH2:21]2)[C:17]2[CH:33]=[CH:34][CH:35]=[CH:36][C:16]=2[N:15]=1)[C@@H:3]1[C:12]2[N:11]=[CH:10][CH:9]=[CH:8][C:7]=2[CH2:6][CH2:5][CH2:4]1. The catalyst is FC(F)(F)C(O)=O.ClCCl. The product is [CH3:1][N:2]([CH2:13][C:14]1[N:18]([CH2:19][C@H:20]2[CH2:25][CH2:24][CH2:23][NH:22][CH2:21]2)[C:17]2[CH:33]=[CH:34][CH:35]=[CH:36][C:16]=2[N:15]=1)[C@@H:3]1[C:12]2[N:11]=[CH:10][CH:9]=[CH:8][C:7]=2[CH2:6][CH2:5][CH2:4]1. The yield is 1.00.